This data is from Reaction yield outcomes from USPTO patents with 853,638 reactions. The task is: Predict the reaction yield, written as a fraction of the theoretical maximum amount of product (1.0 means a 100% yield; for example, 0.34 means a 34% yield). (1) The reactants are [F:1][C:2]1[C:7]([NH:8][CH2:9][C:10]2[CH:15]=[C:14]([O:16][CH3:17])[CH:13]=[C:12]([C:18]3[CH:23]=[CH:22][CH:21]=[C:20]([F:24])[CH:19]=3)[CH:11]=2)=[C:6]([F:25])[CH:5]=[CH:4][C:3]=1[OH:26].C([O-])([O-])=O.[Cs+].[Cs+].Br[CH2:34][C:35]([O:37][CH:38]([CH3:40])[CH3:39])=[O:36].O. The catalyst is CN(C=O)C. The product is [F:1][C:2]1[C:7]([NH:8][CH2:9][C:10]2[CH:15]=[C:14]([O:16][CH3:17])[CH:13]=[C:12]([C:18]3[CH:23]=[CH:22][CH:21]=[C:20]([F:24])[CH:19]=3)[CH:11]=2)=[C:6]([F:25])[CH:5]=[CH:4][C:3]=1[O:26][CH2:34][C:35]([O:37][CH:38]([CH3:40])[CH3:39])=[O:36]. The yield is 0.620. (2) The reactants are [Cl:1][C:2]1[CH:7]=[CH:6][C:5]([N:8]2[CH:12]([C:13]3[CH:18]=[CH:17][CH:16]=[CH:15][CH:14]=3)[CH2:11][C:10]([C:19]([NH2:21])=[NH:20])=[N:9]2)=[CH:4][CH:3]=1.Cl.[F:23][C:24]1[CH:29]=[CH:28][C:27]([S:30](Cl)(=[O:32])=[O:31])=[CH:26][CH:25]=1.C(N(CC)CC)C. The catalyst is C(#N)C. The product is [F:23][C:24]1[CH:29]=[CH:28][C:27]([S:30]([NH:20][C:19]([C:10]2[CH2:11][CH:12]([C:13]3[CH:18]=[CH:17][CH:16]=[CH:15][CH:14]=3)[N:8]([C:5]3[CH:4]=[CH:3][C:2]([Cl:1])=[CH:7][CH:6]=3)[N:9]=2)=[NH:21])(=[O:32])=[O:31])=[CH:26][CH:25]=1. The yield is 0.540. (3) The reactants are O[C:2]1[CH:7]=[CH:6][C:5]([C:8]2[C:16]3[C:11](=[CH:12][CH:13]=[C:14]([C:17]#[N:18])[CH:15]=3)[N:10](C3CCCCO3)[N:9]=2)=[CH:4][CH:3]=1.C1(P(C2C=CC=CC=2)C2C=CC=CC=2)C=CC=CC=1.[CH3:44][N:45]([CH3:49])[CH2:46][CH2:47][OH:48].N(C(OCC)=O)=NC(OCC)=[O:53]. The catalyst is CCOC(C)=O. The product is [CH3:44][N:45]([CH3:49])[CH2:46][CH2:47][O:48][C:2]1[CH:7]=[CH:6][C:5]([C:8]2[C:16]3[C:11](=[CH:12][CH:13]=[C:14]([C:17]([NH2:18])=[O:53])[CH:15]=3)[NH:10][N:9]=2)=[CH:4][CH:3]=1. The yield is 0.214. (4) The reactants are [C:1]([C:4]1[C:9]([NH:10][C:11]([C:13]2[S:14][CH:15]=[C:16]([CH:18]([CH3:20])[CH3:19])[N:17]=2)=O)=[C:8]([F:21])[C:7]([O:22][CH3:23])=[CH:6][CH:5]=1)(=[O:3])[CH3:2].C(C1N=C(C2C=C(O)C3C(=C(C)C(OC)=CC=3)N=2)SC=1)(C)C. No catalyst specified. The yield is 0.430. The product is [CH:18]([C:16]1[N:17]=[C:13]([C:11]2[CH:2]=[C:1]([OH:3])[C:4]3[C:9](=[C:8]([F:21])[C:7]([O:22][CH3:23])=[CH:6][CH:5]=3)[N:10]=2)[S:14][CH:15]=1)([CH3:20])[CH3:19].